From a dataset of Full USPTO retrosynthesis dataset with 1.9M reactions from patents (1976-2016). Predict the reactants needed to synthesize the given product. (1) Given the product [I:1][C:2]1[CH:7]=[CH:6][C:5]([N:8]2[CH2:13][CH2:12][C:11]3[C:14]([C:25]([NH2:32])=[O:27])=[N:15][N:16]([C:17]4[CH:18]=[CH:19][C:20]([O:23][CH3:24])=[CH:21][CH:22]=4)[C:10]=3[C:9]2=[O:30])=[CH:4][CH:3]=1, predict the reactants needed to synthesize it. The reactants are: [I:1][C:2]1[CH:7]=[CH:6][C:5]([N:8]2[CH2:13][CH2:12][C:11]3[C:14]([C:25]([O:27]CC)=O)=[N:15][N:16]([C:17]4[CH:22]=[CH:21][C:20]([O:23][CH3:24])=[CH:19][CH:18]=4)[C:10]=3[C:9]2=[O:30])=[CH:4][CH:3]=1.O.[NH3:32]. (2) Given the product [CH:29]1([C:11]([N:8]2[CH2:9][CH2:10][C@H:6]([CH2:5][C:4]([O:3][CH2:1][CH3:2])=[O:18])[CH2:7]2)=[O:13])[CH2:31][CH2:30]1, predict the reactants needed to synthesize it. The reactants are: [CH2:1]([O:3][C:4](=[O:18])[CH2:5][C@H:6]1[CH2:10][CH2:9][N:8]([C:11]([O:13]C(C)(C)C)=O)[CH2:7]1)[CH3:2].O1CCOCC1.C(N(CC)[CH:29]([CH3:31])[CH3:30])(C)C.C1(C(Cl)=O)CC1. (3) Given the product [Cl:33][C:2]1[C:10]2[S:9][C:8]([C:11]3[C:12]([NH2:28])=[N:13][CH:14]=[C:15]([C:17]4[CH:18]=[N:19][N:20]([CH:22]5[CH2:27][CH2:26][NH:25][CH2:24][CH2:23]5)[CH:21]=4)[CH:16]=3)=[N:7][C:6]=2[C:5]([C:29]([F:32])([F:30])[F:31])=[CH:4][CH:3]=1, predict the reactants needed to synthesize it. The reactants are: F[C:2]1[C:10]2[S:9][C:8]([C:11]3[C:12]([NH2:28])=[N:13][CH:14]=[C:15]([C:17]4[CH:18]=[N:19][N:20]([CH:22]5[CH2:27][CH2:26][NH:25][CH2:24][CH2:23]5)[CH:21]=4)[CH:16]=3)=[N:7][C:6]=2[C:5]([C:29]([F:32])([F:31])[F:30])=[CH:4][CH:3]=1.[Cl:33]C1C2SC(I)=NC=2C(C(F)(F)F)=CC=1.